This data is from Reaction yield outcomes from USPTO patents with 853,638 reactions. The task is: Predict the reaction yield, written as a fraction of the theoretical maximum amount of product (1.0 means a 100% yield; for example, 0.34 means a 34% yield). The reactants are [CH3:1][O:2]/[CH:3]=[CH:4]/[C:5]([OH:7])=O.O1CCCC1.C(Cl)(=O)C(Cl)=O.Cl.[NH2:20][C:21]1[N:22]=[C:23]2[CH:28]=[CH:27][C:26]([O:29][C:30]3[CH:31]=[CH:32][C:33]([CH3:46])=[C:34]([NH:36][C:37]([C:39]4[N:43]([CH3:44])[N:42]=[C:41]([CH3:45])[CH:40]=4)=[O:38])[CH:35]=3)=[N:25][N:24]2[CH:47]=1. The catalyst is CN(C)C=O.CN(C)C(=O)C. The product is [CH3:1][O:2]/[CH:3]=[CH:4]/[C:5]([NH:20][C:21]1[N:22]=[C:23]2[CH:28]=[CH:27][C:26]([O:29][C:30]3[CH:31]=[CH:32][C:33]([CH3:46])=[C:34]([NH:36][C:37]([C:39]4[N:43]([CH3:44])[N:42]=[C:41]([CH3:45])[CH:40]=4)=[O:38])[CH:35]=3)=[N:25][N:24]2[CH:47]=1)=[O:7]. The yield is 0.280.